Dataset: Full USPTO retrosynthesis dataset with 1.9M reactions from patents (1976-2016). Task: Predict the reactants needed to synthesize the given product. (1) Given the product [CH3:21][C:8]1([N:6]2[CH2:7][C:4]([CH2:3][C:1]#[N:2])([N:22]3[CH:26]=[C:25]([C:27]4[C:28]5[CH:35]=[CH:34][N:33]([CH2:36][O:37][CH2:38][CH2:39][Si:40]([CH3:42])([CH3:41])[CH3:43])[C:29]=5[N:30]=[CH:31][N:32]=4)[CH:24]=[N:23]3)[CH2:5]2)[CH2:13][CH2:12][NH:11][CH2:10][CH2:9]1, predict the reactants needed to synthesize it. The reactants are: [C:1]([CH2:3][C:4]1([N:22]2[CH:26]=[C:25]([C:27]3[C:28]4[CH:35]=[CH:34][N:33]([CH2:36][O:37][CH2:38][CH2:39][Si:40]([CH3:43])([CH3:42])[CH3:41])[C:29]=4[N:30]=[CH:31][N:32]=3)[CH:24]=[N:23]2)[CH2:7][N:6]([C:8]2([CH3:21])[CH2:13][CH2:12][N:11](C(OC(C)(C)C)=O)[CH2:10][CH2:9]2)[CH2:5]1)#[N:2].Cl. (2) The reactants are: Cl[CH2:2][CH2:3][CH2:4][O:5][C:6]1[CH:11]=[CH:10][C:9]([N:12]2[CH2:17][CH2:16][N:15]([C:18]([O:20][C:21]([CH3:24])([CH3:23])[CH3:22])=[O:19])[CH2:14][C:13]2=[O:25])=[CH:8][CH:7]=1.C(=O)([O-])[O-].[K+].[K+].[I-].[K+].[CH3:34][CH:35]1[CH2:39][CH2:38][CH2:37][NH:36]1. Given the product [CH3:34][CH:35]1[CH2:39][CH2:38][CH2:37][N:36]1[CH2:2][CH2:3][CH2:4][O:5][C:6]1[CH:11]=[CH:10][C:9]([N:12]2[CH2:17][CH2:16][N:15]([C:18]([O:20][C:21]([CH3:24])([CH3:23])[CH3:22])=[O:19])[CH2:14][C:13]2=[O:25])=[CH:8][CH:7]=1, predict the reactants needed to synthesize it. (3) Given the product [CH3:1][C:2]1[C:6]([C:7]([C:9]2[O:10][C:11]3[CH:17]=[CH:16][C:15]([CH2:18][C:19]([NH:32][CH:31]([C:25]4[CH:26]=[CH:27][C:28]([CH3:30])=[CH:29][C:24]=4[CH3:23])[C:33]4[CH:34]=[CH:35][CH:36]=[CH:37][CH:38]=4)=[O:21])=[CH:14][C:12]=3[CH:13]=2)=[O:8])=[C:5]([CH3:22])[O:4][N:3]=1, predict the reactants needed to synthesize it. The reactants are: [CH3:1][C:2]1[C:6]([C:7]([C:9]2[O:10][C:11]3[CH:17]=[CH:16][C:15]([CH2:18][C:19]([OH:21])=O)=[CH:14][C:12]=3[CH:13]=2)=[O:8])=[C:5]([CH3:22])[O:4][N:3]=1.[CH3:23][C:24]1[CH:29]=[C:28]([CH3:30])[CH:27]=[CH:26][C:25]=1[CH:31]([C:33]1[CH:38]=[CH:37][CH:36]=[CH:35][CH:34]=1)[NH2:32]. (4) Given the product [Br:20][C:21]1[CH:22]=[C:23]([CH:24]2[C:3]([C:4]([O:6][CH2:7][CH3:8])=[O:5])=[C:2]([CH2:9][CH2:10][CH3:11])[NH:1][C:16]3[CH2:17][O:12][CH2:13][C:14](=[O:19])[C:15]2=3)[CH:26]=[CH:27][C:28]=1[F:29], predict the reactants needed to synthesize it. The reactants are: [NH2:1]/[C:2](/[CH2:9][CH2:10][CH3:11])=[CH:3]/[C:4]([O:6][CH2:7][CH3:8])=[O:5].[O:12]1[CH2:17][C:16](=O)[CH2:15][C:14](=[O:19])[CH2:13]1.[Br:20][C:21]1[CH:22]=[C:23]([CH:26]=[CH:27][C:28]=1[F:29])[CH:24]=O. (5) Given the product [CH3:1][O:2][C:3]1[CH:4]=[C:5]2[C:10](=[CH:11][C:12]=1[O:13][CH3:14])[N:9]=[CH:8][CH:7]=[C:6]2[O:15][C:16]1[CH:22]=[CH:21][C:19]([NH:20][C:27](=[O:33])[O:26][CH:24]2[CH2:37][CH2:36][CH2:35][CH2:39]2)=[CH:18][CH:17]=1, predict the reactants needed to synthesize it. The reactants are: [CH3:1][O:2][C:3]1[CH:4]=[C:5]2[C:10](=[CH:11][C:12]=1[O:13][CH3:14])[N:9]=[CH:8][CH:7]=[C:6]2[O:15][C:16]1[CH:22]=[CH:21][C:19]([NH2:20])=[CH:18][CH:17]=1.Cl[C:24](Cl)([O:26][C:27](=[O:33])OC(Cl)(Cl)Cl)Cl.[CH:35]1(O)[CH2:39]C[CH2:37][CH2:36]1.C(=O)(O)[O-].[Na+]. (6) Given the product [CH3:24][C:22]1([CH3:25])[CH2:21][NH:20][CH2:19][C:18]2([CH2:33][CH2:34][N:15]([CH2:14][C:13]3[CH:12]=[C:11]([CH2:10][CH2:9][OH:8])[CH:37]=[CH:36][CH:35]=3)[CH2:16][CH2:17]2)[O:23]1, predict the reactants needed to synthesize it. The reactants are: FC(F)(F)C(O)=O.[OH:8][CH2:9][CH2:10][C:11]1[CH:12]=[C:13]([CH:35]=[CH:36][CH:37]=1)[CH2:14][N:15]1[CH2:34][CH2:33][C:18]2([O:23][C:22]([CH3:25])([CH3:24])[CH2:21][N:20](C(OC(C)(C)C)=O)[CH2:19]2)[CH2:17][CH2:16]1.C1(C)C=CC=CC=1. (7) The reactants are: [I:1][CH2:2][CH2:3][CH2:4][CH2:5][CH2:6][CH2:7][CH2:8][CH2:9][CH2:10][CH2:11]I.[N:13]1[CH:18]=[CH:17][CH:16]=[CH:15][CH:14]=1. Given the product [I-:1].[I-:1].[CH2:2]([N+:13]1[CH:18]=[CH:17][CH:16]=[CH:15][CH:14]=1)[CH2:3][CH2:4][CH2:5][CH2:6][CH2:7][CH2:8][CH2:9][CH2:10][CH2:11][N+:13]1[CH:18]=[CH:17][CH:16]=[CH:15][CH:14]=1, predict the reactants needed to synthesize it. (8) Given the product [Br:18][C:2]1[CH:3]=[C:4]([CH:8]=[C:9]([N+:11]([O-:13])=[O:12])[CH:10]=1)[C:5]([OH:7])=[O:6], predict the reactants needed to synthesize it. The reactants are: N[C:2]1[CH:3]=[C:4]([CH:8]=[C:9]([N+:11]([O-:13])=[O:12])[CH:10]=1)[C:5]([OH:7])=[O:6].N([O-])=O.[Na+].[BrH:18]. (9) Given the product [Cl:17][C:15]1[N:14]=[CH:13][N:12]=[C:11]([NH:22][C:21]2[CH:23]=[C:24]([CH2:26][S:27]([CH3:30])(=[O:29])=[O:28])[CH:25]=[C:19]([F:18])[CH:20]=2)[N:16]=1, predict the reactants needed to synthesize it. The reactants are: CCN(C(C)C)C(C)C.Cl[C:11]1[N:16]=[C:15]([Cl:17])[N:14]=[CH:13][N:12]=1.[F:18][C:19]1[CH:20]=[C:21]([CH:23]=[C:24]([CH2:26][S:27]([CH3:30])(=[O:29])=[O:28])[CH:25]=1)[NH2:22]. (10) Given the product [F:28][CH:2]([F:1])[CH2:3][N:4]1[CH2:21][CH:20]([C:22](=[O:27])[CH2:29][CH3:30])[O:19][C:6]2([CH2:7][CH2:8][N:9]([C:12]([O:14][C:15]([CH3:18])([CH3:17])[CH3:16])=[O:13])[CH2:10][CH2:11]2)[CH2:5]1, predict the reactants needed to synthesize it. The reactants are: [F:1][CH:2]([F:28])[CH2:3][N:4]1[CH2:21][CH:20]([C:22](=[O:27])N(OC)C)[O:19][C:6]2([CH2:11][CH2:10][N:9]([C:12]([O:14][C:15]([CH3:18])([CH3:17])[CH3:16])=[O:13])[CH2:8][CH2:7]2)[CH2:5]1.[CH2:29]([Mg]Br)[CH3:30].